This data is from Reaction yield outcomes from USPTO patents with 853,638 reactions. The task is: Predict the reaction yield, written as a fraction of the theoretical maximum amount of product (1.0 means a 100% yield; for example, 0.34 means a 34% yield). (1) The reactants are [CH3:1][C:2]1[CH:8]=[CH:7][C:6]([N+:9]([O-:11])=[O:10])=[CH:5][C:3]=1[NH2:4].[N+:12]([O-:15])([OH:14])=[O:13].[N:16]#[C:17][NH2:18]. The catalyst is C(O)C. The product is [N+:12]([O-:15])([O-:14])=[O:13].[CH3:1][C:2]1[CH:8]=[CH:7][C:6]([N+:9]([O-:11])=[O:10])=[CH:5][C:3]=1[NH:4][C:17]([NH2:18])=[NH2+:16]. The yield is 0.340. (2) The reactants are ClC(Cl)(Cl)CO[C:5](=[O:26])[NH:6][C:7]1[N:8]([C:16]2[CH:21]=[CH:20][CH:19]=[C:18]([O:22][CH2:23][CH2:24][OH:25])[CH:17]=2)[N:9]=[C:10]([C:12]([CH3:15])([CH3:14])[CH3:13])[CH:11]=1.[CH3:29][C@H:30]1[CH2:35][CH2:34][CH2:33][C@@H:32](C)[N:31]1[C:37]1[N:41]2[CH:42]=[C:43]([O:46][CH:47]3[CH2:52][CH2:51][CH:50]([NH2:53])[CH2:49][CH2:48]3)[CH:44]=[CH:45][C:40]2=[N:39][N:38]=1.CCN(C(C)C)C(C)C. The catalyst is O1CCOCC1. The product is [C:12]([C:10]1[CH:11]=[C:7]([NH:6][C:5]([NH:53][CH:50]2[CH2:51][CH2:52][CH:47]([O:46][C:43]3[CH:44]=[CH:45][C:40]4[N:41]([C:37]([N:31]5[CH2:32][CH2:33][CH2:34][CH2:35][C@@H:30]5[CH3:29])=[N:38][N:39]=4)[CH:42]=3)[CH2:48][CH2:49]2)=[O:26])[N:8]([C:16]2[CH:21]=[CH:20][CH:19]=[C:18]([O:22][CH2:23][CH2:24][OH:25])[CH:17]=2)[N:9]=1)([CH3:14])([CH3:13])[CH3:15]. The yield is 0.820.